From a dataset of Catalyst prediction with 721,799 reactions and 888 catalyst types from USPTO. Predict which catalyst facilitates the given reaction. (1) Reactant: [C:1]([O:5][C:6](=[O:22])[NH:7][CH:8]([C:20]#[N:21])[C:9]1[CH:14]=[CH:13][C:12]([O:15][C:16]([F:19])([F:18])[F:17])=[CH:11][CH:10]=1)([CH3:4])([CH3:3])[CH3:2].C(=O)([O-])[O-:24].[K+].[K+].OO.O. Product: [C:1]([O:5][C:6](=[O:22])[NH:7][CH:8]([C:9]1[CH:14]=[CH:13][C:12]([O:15][C:16]([F:17])([F:19])[F:18])=[CH:11][CH:10]=1)[C:20]([NH2:21])=[O:24])([CH3:4])([CH3:2])[CH3:3]. The catalyst class is: 16. (2) Reactant: [CH:1]1([NH:7][C:8]([CH:10]2[CH2:15][CH2:14][NH:13][CH2:12][CH2:11]2)=[O:9])[CH2:6][CH2:5][CH2:4][CH2:3][CH2:2]1.[CH3:16][C:17]([C:19]1[CH:24]=[CH:23][CH:22]=[C:21]([N+:25]([O-:27])=[O:26])[CH:20]=1)=O.[BH4-].[Na+]. Product: [CH:1]1([NH:7][C:8]([CH:10]2[CH2:11][CH2:12][N:13]([CH:17]([C:19]3[CH:24]=[CH:23][CH:22]=[C:21]([N+:25]([O-:27])=[O:26])[CH:20]=3)[CH3:16])[CH2:14][CH2:15]2)=[O:9])[CH2:2][CH2:3][CH2:4][CH2:5][CH2:6]1. The catalyst class is: 5.